Dataset: Full USPTO retrosynthesis dataset with 1.9M reactions from patents (1976-2016). Task: Predict the reactants needed to synthesize the given product. (1) Given the product [OH:59][C:52]1[C:51]([CH2:50][NH:49][C:4](=[O:6])[C:3]2[CH:7]=[CH:8][C:9]([CH2:11][N:12]3[CH2:17][CH2:16][CH2:15][CH2:14][CH2:13]3)=[CH:10][C:2]=2[CH3:1])=[C:56]([CH3:57])[CH:55]=[C:54]([CH3:58])[N:53]=1, predict the reactants needed to synthesize it. The reactants are: [CH3:1][C:2]1[CH:10]=[C:9]([CH2:11][N:12]2[CH2:17][CH2:16][CH2:15][CH2:14][CH2:13]2)[CH:8]=[CH:7][C:3]=1[C:4]([OH:6])=O.F[P-](F)(F)(F)(F)F.N1(OC(N(C)C)=[N+](C)C)C2N=CC=CC=2N=N1.C(N(CC)CC)C.[NH2:49][CH2:50][C:51]1[C:52]([OH:59])=[N:53][C:54]([CH3:58])=[CH:55][C:56]=1[CH3:57]. (2) Given the product [CH3:7][O:8][C:9](=[O:22])[CH2:10][CH:11]1[CH2:12][NH:13][C:14]2[CH:19]=[C:18]([Cl:20])[CH:17]=[CH:16][C:15]=2[O:21]1, predict the reactants needed to synthesize it. The reactants are: C([O-])([O-])=O.[K+].[K+].[CH3:7][O:8][C:9](=[O:22])/[CH:10]=[CH:11]\[CH2:12][NH:13][C:14]1[CH:19]=[C:18]([Cl:20])[CH:17]=[CH:16][C:15]=1[OH:21].